This data is from Peptide-MHC class I binding affinity with 185,985 pairs from IEDB/IMGT. The task is: Regression. Given a peptide amino acid sequence and an MHC pseudo amino acid sequence, predict their binding affinity value. This is MHC class I binding data. (1) The peptide sequence is FHNEFTQRL. The MHC is HLA-B58:01 with pseudo-sequence HLA-B58:01. The binding affinity (normalized) is 0.0847. (2) The peptide sequence is GRPNCFQIV. The MHC is HLA-A02:01 with pseudo-sequence HLA-A02:01. The binding affinity (normalized) is 0.0847. (3) The peptide sequence is AEMLASIDL. The MHC is HLA-B40:02 with pseudo-sequence HLA-B40:02. The binding affinity (normalized) is 0.814.